Dataset: NCI-60 drug combinations with 297,098 pairs across 59 cell lines. Task: Regression. Given two drug SMILES strings and cell line genomic features, predict the synergy score measuring deviation from expected non-interaction effect. (1) Drug 1: C1=CC=C(C=C1)NC(=O)CCCCCCC(=O)NO. Drug 2: CC12CCC3C(C1CCC2O)C(CC4=C3C=CC(=C4)O)CCCCCCCCCS(=O)CCCC(C(F)(F)F)(F)F. Cell line: MCF7. Synergy scores: CSS=30.8, Synergy_ZIP=0.106, Synergy_Bliss=-0.800, Synergy_Loewe=-7.53, Synergy_HSA=0.136. (2) Drug 1: CN(CCCl)CCCl.Cl. Drug 2: CC12CCC3C(C1CCC2OP(=O)(O)O)CCC4=C3C=CC(=C4)OC(=O)N(CCCl)CCCl.[Na+]. Cell line: SF-295. Synergy scores: CSS=2.76, Synergy_ZIP=-9.34, Synergy_Bliss=-14.5, Synergy_Loewe=-22.3, Synergy_HSA=-12.8. (3) Drug 1: CC1C(C(CC(O1)OC2CC(OC(C2O)C)OC3=CC4=CC5=C(C(=O)C(C(C5)C(C(=O)C(C(C)O)O)OC)OC6CC(C(C(O6)C)O)OC7CC(C(C(O7)C)O)OC8CC(C(C(O8)C)O)(C)O)C(=C4C(=C3C)O)O)O)O. Drug 2: C1=NC2=C(N=C(N=C2N1C3C(C(C(O3)CO)O)F)Cl)N. Cell line: 786-0. Synergy scores: CSS=20.1, Synergy_ZIP=-4.46, Synergy_Bliss=-1.62, Synergy_Loewe=-7.06, Synergy_HSA=-4.07. (4) Drug 1: CCC1=CC2CC(C3=C(CN(C2)C1)C4=CC=CC=C4N3)(C5=C(C=C6C(=C5)C78CCN9C7C(C=CC9)(C(C(C8N6C)(C(=O)OC)O)OC(=O)C)CC)OC)C(=O)OC.C(C(C(=O)O)O)(C(=O)O)O. Drug 2: C1C(C(OC1N2C=NC3=C(N=C(N=C32)Cl)N)CO)O. Cell line: HT29. Synergy scores: CSS=68.2, Synergy_ZIP=-2.67, Synergy_Bliss=2.02, Synergy_Loewe=0.736, Synergy_HSA=2.25. (5) Drug 2: CC1C(C(CC(O1)OC2CC(CC3=C2C(=C4C(=C3O)C(=O)C5=C(C4=O)C(=CC=C5)OC)O)(C(=O)CO)O)N)O.Cl. Cell line: EKVX. Synergy scores: CSS=5.54, Synergy_ZIP=-0.332, Synergy_Bliss=1.11, Synergy_Loewe=-3.09, Synergy_HSA=-2.61. Drug 1: CC1C(C(=O)NC(C(=O)N2CCCC2C(=O)N(CC(=O)N(C(C(=O)O1)C(C)C)C)C)C(C)C)NC(=O)C3=C4C(=C(C=C3)C)OC5=C(C(=O)C(=C(C5=N4)C(=O)NC6C(OC(=O)C(N(C(=O)CN(C(=O)C7CCCN7C(=O)C(NC6=O)C(C)C)C)C)C(C)C)C)N)C. (6) Drug 1: C1CNP(=O)(OC1)N(CCCl)CCCl. Drug 2: C1CC(CCC1OC2=C(C(=CC=C2)Cl)F)(CC3=NC(=CC=C3)NC4=NC=CS4)C(=O)O. Cell line: SW-620. Synergy scores: CSS=17.6, Synergy_ZIP=4.72, Synergy_Bliss=7.42, Synergy_Loewe=-15.7, Synergy_HSA=2.07. (7) Drug 1: C1CCC(CC1)NC(=O)N(CCCl)N=O. Drug 2: C1C(C(OC1N2C=NC3=C2NC=NCC3O)CO)O. Cell line: EKVX. Synergy scores: CSS=1.65, Synergy_ZIP=-3.24, Synergy_Bliss=-5.48, Synergy_Loewe=-11.1, Synergy_HSA=-4.56. (8) Drug 1: C1CC(=O)NC(=O)C1N2CC3=C(C2=O)C=CC=C3N. Drug 2: CNC(=O)C1=NC=CC(=C1)OC2=CC=C(C=C2)NC(=O)NC3=CC(=C(C=C3)Cl)C(F)(F)F. Cell line: NCI-H226. Synergy scores: CSS=38.0, Synergy_ZIP=-0.842, Synergy_Bliss=-3.45, Synergy_Loewe=-15.6, Synergy_HSA=-2.79.